The task is: Predict which catalyst facilitates the given reaction.. This data is from Catalyst prediction with 721,799 reactions and 888 catalyst types from USPTO. (1) The catalyst class is: 6. Product: [Cl:1][C:2]1[N:7]=[C:6]2[S:8][C:9](=[O:11])[NH:10][C:5]2=[CH:4][CH:3]=1. Reactant: [Cl:1][C:2]1[N:7]=[C:6]2[S:8][C:9]([O:11]C)=[N:10][C:5]2=[CH:4][CH:3]=1.O1CCOCC1.Cl. (2) Reactant: N1([C:6]([CH2:11][CH3:12])=[CH:7][C:8]([O-:10])=[O:9])CCCC1.[N+:13]([CH2:16][CH2:17][CH3:18])([O-:15])=O.[CH2:19](N(CC)CC)[CH3:20].P(Cl)(Cl)(Cl)=O. Product: [CH2:17]([C:16]1[C:7]([C:8]([O:10][CH2:19][CH3:20])=[O:9])=[C:6]([CH2:11][CH3:12])[O:15][N:13]=1)[CH3:18]. The catalyst class is: 22. (3) Reactant: [CH3:1][C@:2]12[CH2:15][CH2:14][C:13](=[O:16])[CH:12]=[C:11]1[N:10](COCC[Si](C)(C)C)[CH2:9][C@@H:8]1[C@@H:3]2[CH2:4][CH2:5][C@:6]2([CH3:34])[C:27]([C:28]3[CH:29]=[N:30][CH:31]=[CH:32][CH:33]=3)=[CH:26][CH2:25][C@H:7]21.FC(F)(F)C(O)=O.[OH-].[Na+]. Product: [CH3:1][C@:2]12[CH2:15][CH2:14][C:13](=[O:16])[CH:12]=[C:11]1[NH:10][CH2:9][C@@H:8]1[C@@H:3]2[CH2:4][CH2:5][C@:6]2([CH3:34])[C:27]([C:28]3[CH:29]=[N:30][CH:31]=[CH:32][CH:33]=3)=[CH:26][CH2:25][C@H:7]21. The catalyst class is: 2. (4) Reactant: [Cl:1][C:2]1[CH:3]=[C:4]([NH:9][C:10]2[C:19]3[C:14](=[CH:15][C:16]([O:23][CH3:24])=[C:17]([N+:20]([O-])=O)[CH:18]=3)[N:13]=[CH:12][C:11]=2[C:25]#[N:26])[CH:5]=[CH:6][C:7]=1[F:8].[Cl-].[NH4+].CO. Product: [NH2:20][C:17]1[CH:18]=[C:19]2[C:14](=[CH:15][C:16]=1[O:23][CH3:24])[N:13]=[CH:12][C:11]([C:25]#[N:26])=[C:10]2[NH:9][C:4]1[CH:5]=[CH:6][C:7]([F:8])=[C:2]([Cl:1])[CH:3]=1. The catalyst class is: 150. (5) Reactant: [F:1][C:2]([F:10])([F:9])[CH:3]1[CH2:8][CH2:7][NH:6][CH2:5][CH2:4]1.[CH2:11](Br)[C:12]#[CH:13].C(=O)([O-])[O-].[K+].[K+]. Product: [CH2:13]([N:6]1[CH2:7][CH2:8][CH:3]([C:2]([F:10])([F:9])[F:1])[CH2:4][CH2:5]1)[C:12]#[CH:11]. The catalyst class is: 8. (6) Reactant: [F:1][C:2]1[CH:3]=[C:4]2[C:8](=[CH:9][CH:10]=1)[N:7]([CH2:11][C:12]1[O:13][C:14]([C:17]([F:20])([F:19])[F:18])=[CH:15][CH:16]=1)[C:6](=[O:21])[C:5]2(O)[C:22]1[C:27]([OH:28])=[CH:26][CH:25]=[C:24]([O:29][CH3:30])[N:23]=1.C(N(CC)CC)C.S(Cl)(Cl)=O.C(O)(=O)C. Product: [F:1][C:2]1[CH:3]=[C:4]2[C:8](=[CH:9][CH:10]=1)[N:7]([CH2:11][C:12]1[O:13][C:14]([C:17]([F:20])([F:18])[F:19])=[CH:15][CH:16]=1)[C:6](=[O:21])[CH:5]2[C:22]1[C:27]([OH:28])=[CH:26][CH:25]=[C:24]([O:29][CH3:30])[N:23]=1. The catalyst class is: 772.